This data is from Peptide-MHC class I binding affinity with 185,985 pairs from IEDB/IMGT. The task is: Regression. Given a peptide amino acid sequence and an MHC pseudo amino acid sequence, predict their binding affinity value. This is MHC class I binding data. (1) The peptide sequence is HTSALSLGY. The MHC is HLA-A02:16 with pseudo-sequence HLA-A02:16. The binding affinity (normalized) is 0.0847. (2) The peptide sequence is PTDYAKPQY. The MHC is HLA-B15:17 with pseudo-sequence HLA-B15:17. The binding affinity (normalized) is 0.0847. (3) The peptide sequence is VTFKVPHAK. The binding affinity (normalized) is 0.785. The MHC is HLA-A03:01 with pseudo-sequence HLA-A03:01. (4) The peptide sequence is SLNQTVHSL. The MHC is HLA-A02:02 with pseudo-sequence HLA-A02:02. The binding affinity (normalized) is 0.939. (5) The peptide sequence is EMIWDPNGW. The MHC is HLA-B39:01 with pseudo-sequence HLA-B39:01. The binding affinity (normalized) is 0.0847. (6) The peptide sequence is LSKWHTSAR. The MHC is HLA-A33:01 with pseudo-sequence HLA-A33:01. The binding affinity (normalized) is 0.748.